From a dataset of Forward reaction prediction with 1.9M reactions from USPTO patents (1976-2016). Predict the product of the given reaction. (1) Given the reactants [C:1]1([CH2:7][C:8]([NH2:10])=[O:9])[CH:6]=[CH:5][CH:4]=[CH:3][CH:2]=1.[C:11]1([CH2:17][CH:18]=[O:19])[CH:16]=[CH:15][CH:14]=[CH:13][CH:12]=1.C[Si](OS(C(F)(F)F)(=O)=O)(C)C, predict the reaction product. The product is: [C:1]1([CH2:7][CH:8]([NH:10][C:18](=[O:19])[CH2:17][C:11]2[CH:16]=[CH:15][CH:14]=[CH:13][CH:12]=2)[NH:10][C:8](=[O:9])[CH2:7][C:1]2[CH:6]=[CH:5][CH:4]=[CH:3][CH:2]=2)[CH:6]=[CH:5][CH:4]=[CH:3][CH:2]=1. (2) The product is: [F:13][C:10]1[CH:11]=[CH:12][C:7]2[O:6][CH2:5][CH2:4][CH2:15][C:14](=[O:16])[C:8]=2[CH:9]=1. Given the reactants [H-].[Na+].Br[CH2:4][CH2:5][O:6][C:7]1[CH:12]=[CH:11][C:10]([F:13])=[CH:9][C:8]=1[C:14](=[O:16])[CH3:15], predict the reaction product. (3) Given the reactants C(OC([NH:11][C@@H:12]([CH2:20][C:21]1[CH:26]=[CH:25][C:24]([C:27]2[N:32]=[CH:31][C:30]([C:33]3[CH:38]=[CH:37][C:36]([O:39][CH2:40][CH2:41][CH2:42][CH2:43][CH2:44][CH2:45][CH3:46])=[CH:35][CH:34]=3)=[CH:29][N:28]=2)=[CH:23][CH:22]=1)[C:13]([O:15][C:16]([CH3:19])([CH3:18])[CH3:17])=[O:14])=O)C1C=CC=CC=1, predict the reaction product. The product is: [NH2:11][C@@H:12]([CH2:20][C:21]1[CH:22]=[CH:23][C:24]([C:27]2[N:32]=[CH:31][C:30]([C:33]3[CH:38]=[CH:37][C:36]([O:39][CH2:40][CH2:41][CH2:42][CH2:43][CH2:44][CH2:45][CH3:46])=[CH:35][CH:34]=3)=[CH:29][N:28]=2)=[CH:25][CH:26]=1)[C:13]([O:15][C:16]([CH3:17])([CH3:19])[CH3:18])=[O:14]. (4) Given the reactants [Cl:1][C:2]1[CH:3]=[C:4]2[C:9](=[O:10])[N:8]([CH2:11][CH:12]([CH3:14])[CH3:13])[C:6](=[O:7])[C:5]2=[CH:15][CH:16]=1.O, predict the reaction product. The product is: [Cl:1][C:2]1[CH:3]=[C:4]2[C:5](=[CH:15][CH:16]=1)[C:6](=[O:7])[N:8]([CH2:11][CH:12]([CH3:13])[CH3:14])[CH:9]2[OH:10]. (5) Given the reactants [CH2:1]1[C:9]2[C:4](=[CH:5][C:6]([CH2:10][CH:11]([CH2:15][C:16](=[O:34])[N:17]3[CH2:22][CH2:21][CH:20]([N:23]4[CH2:32][C:31]5[C:26](=[CH:27][CH:28]=[CH:29][CH:30]=5)[NH:25][C:24]4=[O:33])[CH2:19][CH2:18]3)[C:12](O)=[O:13])=[CH:7][CH:8]=2)[CH2:3][CH2:2]1.[CH3:35][O:36][C:37](=[O:51])[CH2:38][N:39]1[CH2:44][CH2:43][CH:42]([CH:45]2[CH2:50][CH2:49][NH:48][CH2:47][CH2:46]2)[CH2:41][CH2:40]1, predict the reaction product. The product is: [CH2:1]1[C:9]2[C:4](=[CH:5][C:6]([CH2:10][CH:11]([CH2:15][C:16](=[O:34])[N:17]3[CH2:18][CH2:19][CH:20]([N:23]4[CH2:32][C:31]5[C:26](=[CH:27][CH:28]=[CH:29][CH:30]=5)[NH:25][C:24]4=[O:33])[CH2:21][CH2:22]3)[C:12]([N:48]3[CH2:49][CH2:50][CH:45]([CH:42]4[CH2:41][CH2:40][N:39]([CH2:38][C:37]([O:36][CH3:35])=[O:51])[CH2:44][CH2:43]4)[CH2:46][CH2:47]3)=[O:13])=[CH:7][CH:8]=2)[CH2:3][CH2:2]1.